From a dataset of Reaction yield outcomes from USPTO patents with 853,638 reactions. Predict the reaction yield, written as a fraction of the theoretical maximum amount of product (1.0 means a 100% yield; for example, 0.34 means a 34% yield). (1) The reactants are [C:1]([O:5][C:6]1[CH:11]=[CH:10][C:9]([CH2:12][C@H:13]([NH:36]C(=O)OCC2C3C=CC=CC=3C3C2=CC=CC=3)[C:14]([N:16]([CH2:28][CH:29]([O:33][CH2:34][CH3:35])[O:30][CH2:31][CH3:32])[CH2:17][C:18]2[CH:19]=[CH:20][CH:21]=[C:22]3[C:27]=2[N:26]=[CH:25][CH:24]=[CH:23]3)=[O:15])=[CH:8][CH:7]=1)([CH3:4])([CH3:3])[CH3:2].N1CCCCC1. The yield is 1.00. No catalyst specified. The product is [NH2:36][C@@H:13]([CH2:12][C:9]1[CH:10]=[CH:11][C:6]([O:5][C:1]([CH3:3])([CH3:2])[CH3:4])=[CH:7][CH:8]=1)[C:14]([N:16]([CH2:28][CH:29]([O:30][CH2:31][CH3:32])[O:33][CH2:34][CH3:35])[CH2:17][C:18]1[CH:19]=[CH:20][CH:21]=[C:22]2[C:27]=1[N:26]=[CH:25][CH:24]=[CH:23]2)=[O:15]. (2) The reactants are [Cl:1][C:2]1[N:7]=[C:6]([CH2:8][C:9]([C:11]2[CH:12]=[C:13]([CH:25]=[CH:26][CH:27]=2)[C:14]([NH:16][C:17]2[C:22]([F:23])=[CH:21][CH:20]=[CH:19][C:18]=2[F:24])=[O:15])=O)[CH:5]=[CH:4][N:3]=1.C1C(=O)N(Br)C(=O)C1.[F:36][C:37]1[CH:42]=[CH:41][N:40]=[C:39]([NH2:43])[CH:38]=1. The catalyst is C(Cl)Cl.CCOC(C)=O.C([O-])(O)=O.[Na+]. The product is [Cl:1][C:2]1[N:7]=[C:6]([C:8]2[N:40]3[CH:41]=[CH:42][C:37]([F:36])=[CH:38][C:39]3=[N:43][C:9]=2[C:11]2[CH:12]=[C:13]([CH:25]=[CH:26][CH:27]=2)[C:14]([NH:16][C:17]2[C:22]([F:23])=[CH:21][CH:20]=[CH:19][C:18]=2[F:24])=[O:15])[CH:5]=[CH:4][N:3]=1. The yield is 0.550. (3) The reactants are [H-].C([Al+]CC(C)C)C(C)C.C1(C2C=CC(C([O:23][C@@H:24]3[CH2:32][C@@H:27]4[O:28][C:29](=[O:31])[CH2:30][C@@H:26]4[C@H:25]3[CH2:33][CH2:34][C@@H:35]([O:44][CH:45]3[CH2:50][CH2:49][CH2:48][CH2:47][O:46]3)[CH2:36][CH2:37][C:38]3[CH:43]=[CH:42][CH:41]=[CH:40][CH:39]=3)=O)=CC=2)C=CC=CC=1.CC#N. The catalyst is C1(C)C=CC=CC=1.CO.C(=O)([O-])[O-].[K+].[K+]. The product is [OH:23][C@@H:24]1[CH2:32][C@@H:27]2[O:28][CH:29]([OH:31])[CH2:30][C@@H:26]2[C@H:25]1[CH2:33][CH2:34][C@@H:35]([O:44][CH:45]1[CH2:50][CH2:49][CH2:48][CH2:47][O:46]1)[CH2:36][CH2:37][C:38]1[CH:43]=[CH:42][CH:41]=[CH:40][CH:39]=1. The yield is 0.880. (4) The reactants are Cl[C:2]1[N:7]=[C:6]([C:8]([F:11])([F:10])[F:9])[C:5]([C:12]([O:14][CH2:15][CH3:16])=[O:13])=[CH:4][N:3]=1.[Cl:17][C:18]1[CH:19]=[C:20]([C:26]2([C:31]([F:34])([F:33])[F:32])[CH2:30][CH2:29][NH:28][CH2:27]2)[CH:21]=[C:22]([Cl:25])[C:23]=1[Cl:24].C(=O)([O-])[O-].[K+].[K+]. The catalyst is CN(C)C=O. The product is [Cl:17][C:18]1[CH:19]=[C:20]([C:26]2([C:31]([F:34])([F:33])[F:32])[CH2:30][CH2:29][N:28]([C:2]3[N:7]=[C:6]([C:8]([F:11])([F:10])[F:9])[C:5]([C:12]([O:14][CH2:15][CH3:16])=[O:13])=[CH:4][N:3]=3)[CH2:27]2)[CH:21]=[C:22]([Cl:25])[C:23]=1[Cl:24]. The yield is 0.950. (5) The reactants are [N+:1]([C:4]1[CH:5]=[C:6]([CH:49]=[C:50]([N+:52]([O-:54])=[O:53])[CH:51]=1)[C:7]([O:9][CH2:10][CH2:11][CH2:12][CH2:13][CH2:14][CH2:15][O:16][C:17](=[O:48])[C:18]1[CH:23]=[C:22]([O:24][C:25]([C:27]2([CH3:35])[CH2:32][O:31]C(C)(C)[O:29][CH2:28]2)=[O:26])[CH:21]=[C:20]([O:36][C:37]([C:39]2([CH3:47])[CH2:44][O:43]C(C)(C)[O:41][CH2:40]2)=[O:38])[CH:19]=1)=[O:8])([O-:3])=[O:2]. The catalyst is CO. The product is [OH:31][CH2:32][C:27]([CH2:28][OH:29])([CH3:35])[C:25]([O:24][C:22]1[CH:23]=[C:18]([CH:19]=[C:20]([O:36][C:37](=[O:38])[C:39]([CH2:40][OH:41])([CH2:44][OH:43])[CH3:47])[CH:21]=1)[C:17]([O:16][CH2:15][CH2:14][CH2:13][CH2:12][CH2:11][CH2:10][O:9][C:7](=[O:8])[C:6]1[CH:49]=[C:50]([N+:52]([O-:54])=[O:53])[CH:51]=[C:4]([N+:1]([O-:3])=[O:2])[CH:5]=1)=[O:48])=[O:26]. The yield is 0.920. (6) The reactants are [CH2:1]([O:3][C:4](=[O:31])[CH2:5][O:6][C:7]1[CH:12]=[CH:11][C:10]([NH:13][CH2:14][C:15]2[S:19][C:18]([C:20]3[CH:25]=[CH:24][C:23]([C:26]([F:29])([F:28])[F:27])=[CH:22][CH:21]=3)=[N:17][C:16]=2[CH3:30])=[CH:9][CH:8]=1)[CH3:2].[CH2:32]=O. The catalyst is O1CCOCC1. The product is [CH2:1]([O:3][C:4](=[O:31])[CH2:5][O:6][C:7]1[CH:12]=[CH:11][C:10]([N:13]([CH3:32])[CH2:14][C:15]2[S:19][C:18]([C:20]3[CH:21]=[CH:22][C:23]([C:26]([F:29])([F:27])[F:28])=[CH:24][CH:25]=3)=[N:17][C:16]=2[CH3:30])=[CH:9][CH:8]=1)[CH3:2]. The yield is 0.860.